Predict the product of the given reaction. From a dataset of Forward reaction prediction with 1.9M reactions from USPTO patents (1976-2016). (1) Given the reactants [Br:1][C:2]1[CH:3]=[C:4]2[C:9](=[CH:10][CH:11]=1)[N:8]=[C:7]([C:12](=[O:14])[CH3:13])[CH:6]=[CH:5]2.[F:15][C:16]([Si](C)(C)C)([F:18])[F:17].Cl, predict the reaction product. The product is: [Br:1][C:2]1[CH:3]=[C:4]2[C:9](=[CH:10][CH:11]=1)[N:8]=[C:7]([C:12]([OH:14])([CH3:13])[C:16]([F:18])([F:17])[F:15])[CH:6]=[CH:5]2. (2) Given the reactants [Si:1]([O:8][C@H:9]1[CH2:18][C:17]([CH3:20])([CH3:19])[CH2:16][C:15]2[N:14]=[C:13]([CH:21]([CH3:23])[CH3:22])[C:12]([CH:24]=[O:25])=[C:11]([I:26])[C:10]1=2)([C:4]([CH3:7])([CH3:6])[CH3:5])([CH3:3])[CH3:2].[CH2:27]([O:34][C:35]1[CH:40]=[CH:39][C:38]([Mg]Br)=[CH:37][CH:36]=1)[C:28]1[CH:33]=[CH:32][CH:31]=[CH:30][CH:29]=1, predict the reaction product. The product is: [CH2:27]([O:34][C:35]1[CH:40]=[CH:39][C:38]([C@@H:24]([C:12]2[C:13]([CH:21]([CH3:22])[CH3:23])=[N:14][C:15]3[CH2:16][C:17]([CH3:19])([CH3:20])[CH2:18][C@H:9]([O:8][Si:1]([C:4]([CH3:5])([CH3:6])[CH3:7])([CH3:3])[CH3:2])[C:10]=3[C:11]=2[I:26])[OH:25])=[CH:37][CH:36]=1)[C:28]1[CH:33]=[CH:32][CH:31]=[CH:30][CH:29]=1.